From a dataset of Forward reaction prediction with 1.9M reactions from USPTO patents (1976-2016). Predict the product of the given reaction. (1) Given the reactants [CH2:1]([O:8][C:9]1[CH:27]=[C:26]([O:28][CH2:29][C:30]2[CH:35]=[CH:34][CH:33]=[CH:32][CH:31]=2)[CH:25]=[CH:24][C:10]=1[C:11]([NH:13][C:14]1[CH:19]=[CH:18][C:17]([N+:20]([O-])=O)=[CH:16][C:15]=1[OH:23])=[O:12])[C:2]1[CH:7]=[CH:6][CH:5]=[CH:4][CH:3]=1.NN, predict the reaction product. The product is: [NH2:20][C:17]1[CH:18]=[CH:19][C:14]([NH:13][C:11](=[O:12])[C:10]2[CH:24]=[CH:25][C:26]([O:28][CH2:29][C:30]3[CH:35]=[CH:34][CH:33]=[CH:32][CH:31]=3)=[CH:27][C:9]=2[O:8][CH2:1][C:2]2[CH:7]=[CH:6][CH:5]=[CH:4][CH:3]=2)=[C:15]([OH:23])[CH:16]=1. (2) Given the reactants [CH3:1][N:2]1[CH2:7][CH2:6][N:5]([CH2:8][C:9]2[CH:10]=[CH:11][C:12]([CH2:15][OH:16])=[N:13][CH:14]=2)[CH2:4][CH2:3]1, predict the reaction product. The product is: [CH3:1][N:2]1[CH2:7][CH2:6][N:5]([CH2:8][C:9]2[CH:10]=[CH:11][C:12]([CH:15]=[O:16])=[N:13][CH:14]=2)[CH2:4][CH2:3]1. (3) Given the reactants Cl[C:2]1[CH:3]=[N:4][CH:5]=[C:6]([Cl:8])[CH:7]=1.[CH:9]12[CH2:16][NH:15][CH2:14][CH:13]1[CH2:12][NH:11][CH2:10]2, predict the reaction product. The product is: [Cl:8][C:6]1[CH:7]=[C:2]([N:11]2[CH2:12][CH:13]3[CH:9]([CH2:16][NH:15][CH2:14]3)[CH2:10]2)[CH:3]=[N:4][CH:5]=1. (4) Given the reactants [Cl:1][C:2]1[CH:3]=[C:4](Br)[CH:5]=[CH:6][C:7]=1[F:8].[NH:10]1[C:18]2[C:13](=[CH:14][CH:15]=[CH:16][CH:17]=2)[C:12]2([CH:22](B(O)O)[CH2:21][CH2:20][CH2:19]2)[C:11]1=[O:26].C(=O)([O-])[O-].[Na+].[Na+].[OH-].[Na+], predict the reaction product. The product is: [Cl:1][C:2]1[CH:3]=[C:4]([C:15]2[CH:14]=[C:13]3[C:18](=[CH:17][CH:16]=2)[NH:10][C:11](=[O:26])[C:12]23[CH2:22][CH2:21][CH2:20][CH2:19]2)[CH:5]=[CH:6][C:7]=1[F:8]. (5) Given the reactants [Cl:1][C:2]1[CH:20]=[C:19]([F:21])[C:18]([N:22]2[C:27](=[O:28])[CH:26]=[C:25]([C:29]([F:32])([F:31])[F:30])[N:24]([CH3:33])[C:23]2=[O:34])=[CH:17][C:3]=1[O:4][C:5]1[C:6]([O:11][CH2:12][C:13]([O:15][CH3:16])=[O:14])=[N:7][CH:8]=[CH:9][CH:10]=1.[C:35](=O)([O-])[O-].[Na+].[Na+], predict the reaction product. The product is: [Cl:1][C:2]1[CH:20]=[C:19]([F:21])[C:18]([N:22]2[C:27](=[O:28])[CH:26]=[C:25]([C:29]([F:32])([F:31])[F:30])[N:24]([CH3:33])[C:23]2=[O:34])=[CH:17][C:3]=1[O:4][C:5]1[C:6]([O:11][CH2:12][C:13]([O:15][CH2:16][CH3:35])=[O:14])=[N:7][CH:8]=[CH:9][CH:10]=1. (6) Given the reactants [NH2:1][C:2]1[CH:7]=[CH:6][CH:5]=[CH:4][CH:3]=1.[C:8]([O:12][CH3:13])(=[O:11])[CH:9]=[CH2:10].C(O)(=O)C, predict the reaction product. The product is: [C:2]1([NH:1][CH2:10][CH2:9][C:8]([O:12][CH3:13])=[O:11])[CH:7]=[CH:6][CH:5]=[CH:4][CH:3]=1. (7) Given the reactants Br[C:2]1[CH:3]=[CH:4][C:5]([C:8](=[O:10])[CH3:9])=[N:6][CH:7]=1.CC1(C)C(C)(C)OB([C:19]2[CH:20]=[CH:21][C:22]([C:25]#[N:26])=[N:23][CH:24]=2)O1.C([O-])([O-])=O.[Na+].[Na+], predict the reaction product. The product is: [C:8]([C:5]1[N:6]=[CH:7][C:2]([C:19]2[CH:24]=[N:23][C:22]([C:25]#[N:26])=[CH:21][CH:20]=2)=[CH:3][CH:4]=1)(=[O:10])[CH3:9]. (8) Given the reactants [NH2:1][CH2:2][C:3]1[C:4]([F:27])=[CH:5][C:6]([Cl:26])=[C:7]([C:9]2[NH:10][C:11](=[O:25])[N:12]([C:14]3[CH:19]=[CH:18][C:17]([F:20])=[C:16]([C:21]([F:24])([F:23])[F:22])[CH:15]=3)[N:13]=2)[CH:8]=1.[C:28](Cl)(=[O:33])[C:29]([CH3:32])([CH3:31])[CH3:30], predict the reaction product. The product is: [Cl:26][C:6]1[C:7]([C:9]2[NH:10][C:11](=[O:25])[N:12]([C:14]3[CH:19]=[CH:18][C:17]([F:20])=[C:16]([C:21]([F:23])([F:24])[F:22])[CH:15]=3)[N:13]=2)=[CH:8][C:3]([CH2:2][NH:1][C:28](=[O:33])[C:29]([CH3:32])([CH3:31])[CH3:30])=[C:4]([F:27])[CH:5]=1. (9) Given the reactants C(=O)([O-])[O-].[Cs+].[Cs+].[NH2:7][C:8]1[CH:9]=[CH:10][C:11]2[N:15]=[C:14]([N:16]3[CH2:20][CH2:19][CH:18]4[CH2:21][N:22]([C:24]([O:26][C:27]([CH3:30])([CH3:29])[CH3:28])=[O:25])[CH2:23][CH:17]34)[N:13]([CH2:31][CH:32]=[C:33]([CH3:35])[CH3:34])[C:12]=2[CH:36]=1.[C:37](Cl)(=[O:44])[C:38]1[CH:43]=[CH:42][CH:41]=[CH:40][CH:39]=1, predict the reaction product. The product is: [C:37]([NH:7][C:8]1[CH:9]=[CH:10][C:11]2[N:15]=[C:14]([N:16]3[CH2:20][CH2:19][CH:18]4[CH2:21][N:22]([C:24]([O:26][C:27]([CH3:29])([CH3:30])[CH3:28])=[O:25])[CH2:23][CH:17]34)[N:13]([CH2:31][CH:32]=[C:33]([CH3:35])[CH3:34])[C:12]=2[CH:36]=1)(=[O:44])[C:38]1[CH:43]=[CH:42][CH:41]=[CH:40][CH:39]=1.